Dataset: Retrosynthesis with 50K atom-mapped reactions and 10 reaction types from USPTO. Task: Predict the reactants needed to synthesize the given product. (1) Given the product CCOC(=O)c1nn(-c2ccc3c(c2)OCO3)c2c1CN(C(C)=O)c1ccc(N)cc1-2, predict the reactants needed to synthesize it. The reactants are: CCOC(=O)c1nn(-c2ccc3c(c2)OCO3)c2c1CN(C(C)=O)c1ccc([N+](=O)[O-])cc1-2. (2) Given the product CC(O)c1cc(Cl)cc2c(C#N)cn(COCC[Si](C)(C)C)c12, predict the reactants needed to synthesize it. The reactants are: C[Mg+].C[Si](C)(C)CCOCn1cc(C#N)c2cc(Cl)cc(C=O)c21. (3) Given the product CC(C)N(CC(=O)OC(C)(C)C)S(=O)(=O)c1ccccc1, predict the reactants needed to synthesize it. The reactants are: CC(C)NCC(=O)OC(C)(C)C.O=S(=O)(Cl)c1ccccc1. (4) Given the product CS(=O)(=O)NC(=O)Cc1csc2cc(OCc3ccc(Cl)cc3Cl)ccc12, predict the reactants needed to synthesize it. The reactants are: CS(=O)(=O)Cl.NC(=O)Cc1csc2cc(OCc3ccc(Cl)cc3Cl)ccc12. (5) Given the product CCOc1nnc(C(C)Oc2ccc(Oc3ccccn3)cc2)s1, predict the reactants needed to synthesize it. The reactants are: CCOc1nnc(C(C)Br)s1.Oc1ccc(Oc2ccccn2)cc1. (6) Given the product O=S(=O)(Nc1cccc2nc(N[C@@H]3CCc4ccccc43)ccc12)c1ccc(NCC2CC2)cc1, predict the reactants needed to synthesize it. The reactants are: NCC1CC1.O=S(=O)(Nc1cccc2nc(N[C@@H]3CCc4ccccc43)ccc12)c1ccc(F)cc1.